Dataset: NCI-60 drug combinations with 297,098 pairs across 59 cell lines. Task: Regression. Given two drug SMILES strings and cell line genomic features, predict the synergy score measuring deviation from expected non-interaction effect. (1) Drug 1: C1CCC(C1)C(CC#N)N2C=C(C=N2)C3=C4C=CNC4=NC=N3. Drug 2: CNC(=O)C1=CC=CC=C1SC2=CC3=C(C=C2)C(=NN3)C=CC4=CC=CC=N4. Cell line: SK-OV-3. Synergy scores: CSS=3.36, Synergy_ZIP=0.213, Synergy_Bliss=3.45, Synergy_Loewe=0.825, Synergy_HSA=1.71. (2) Drug 1: CCN(CC)CCNC(=O)C1=C(NC(=C1C)C=C2C3=C(C=CC(=C3)F)NC2=O)C. Drug 2: CN(CC1=CN=C2C(=N1)C(=NC(=N2)N)N)C3=CC=C(C=C3)C(=O)NC(CCC(=O)O)C(=O)O. Cell line: KM12. Synergy scores: CSS=37.3, Synergy_ZIP=1.81, Synergy_Bliss=3.96, Synergy_Loewe=1.22, Synergy_HSA=3.78.